From a dataset of Full USPTO retrosynthesis dataset with 1.9M reactions from patents (1976-2016). Predict the reactants needed to synthesize the given product. Given the product [CH2:3]([O:10][C:11]1[CH:16]=[CH:15][C:14]([CH:17]([C:23]([O:24][CH2:25][CH3:26])=[O:27])[C:18]([O:20][CH2:21][CH3:22])=[O:19])=[CH:13][CH:12]=1)[C:4]1[CH:5]=[CH:6][CH:7]=[CH:8][CH:9]=1, predict the reactants needed to synthesize it. The reactants are: [H-].[Na+].[CH2:3]([O:10][C:11]1[CH:16]=[CH:15][C:14]([CH2:17][C:18]([O:20][CH2:21][CH3:22])=[O:19])=[CH:13][CH:12]=1)[C:4]1[CH:9]=[CH:8][CH:7]=[CH:6][CH:5]=1.[C:23](=O)([O:27]CC)[O:24][CH2:25][CH3:26].